From a dataset of Reaction yield outcomes from USPTO patents with 853,638 reactions. Predict the reaction yield, written as a fraction of the theoretical maximum amount of product (1.0 means a 100% yield; for example, 0.34 means a 34% yield). The reactants are [I:1][C:2]1[CH:3]=[N:4][N:5]([CH3:12])[C:6]=1[C:7]1[N:8]=[N:9][NH:10][N:11]=1.[CH:13](=[O:15])[CH3:14].C(N(CC)CC)C.Cl[C:24]([O:26][CH2:27][CH3:28])=[O:25]. The catalyst is CN(C)C1C=CN=CC=1.CCOC(C)=O.O.C1COCC1. The product is [C:24](=[O:25])([O:26][CH:27]([N:9]1[N:10]=[N:11][C:7]([C:6]2[N:5]([CH3:12])[N:4]=[CH:3][C:2]=2[I:1])=[N:8]1)[CH3:28])[O:15][CH2:13][CH3:14]. The yield is 0.960.